Dataset: Catalyst prediction with 721,799 reactions and 888 catalyst types from USPTO. Task: Predict which catalyst facilitates the given reaction. (1) Reactant: C1C2C(COC([NH:18][C@H:19]([C:28]([OH:30])=[O:29])[CH2:20][NH:21][C:22]([O:24][CH2:25][CH:26]=[CH2:27])=[O:23])=O)C3C(=CC=CC=3)C=2C=CC=1.N1CCCCC1.[Cl:37][C:38]1[CH:46]=[C:45]([C:47]([NH:49][CH2:50][C:51]2[CH:56]=[CH:55][CH:54]=[C:53]([OH:57])[CH:52]=2)=[O:48])[CH:44]=[CH:43][C:39]=1[C:40]([OH:42])=O.C1C=NC2N(O)N=NC=2C=1. Product: [Cl:37][C:38]1[CH:46]=[C:45]([C:47]([NH:49][CH2:50][C:51]2[CH:56]=[CH:55][CH:54]=[C:53]([OH:57])[CH:52]=2)=[O:48])[CH:44]=[CH:43][C:39]=1[C:40]([NH:18][C@H:19]([C:28]([OH:30])=[O:29])[CH2:20][NH:21][C:22]([O:24][CH2:25][CH:26]=[CH2:27])=[O:23])=[O:42]. The catalyst class is: 60. (2) Reactant: [N+:1]([C:4]1[CH:5]=[CH:6][CH:7]=[C:8]2[C:13]=1[N:12]=[CH:11][CH:10]=[C:9]2[O:14][C:15]1[CH:20]=[CH:19][CH:18]=[C:17]([C:21]([F:24])([F:23])[F:22])[CH:16]=1)([O-])=O.[NH4+].[Cl-]. Product: [F:24][C:21]([F:22])([F:23])[C:17]1[CH:16]=[C:15]([CH:20]=[CH:19][CH:18]=1)[O:14][C:9]1[C:8]2[C:13](=[C:4]([NH2:1])[CH:5]=[CH:6][CH:7]=2)[N:12]=[CH:11][CH:10]=1. The catalyst class is: 314. (3) Reactant: Br[C:2]1[C:10]2[C:9]([NH2:11])=[N:8][CH:7]=[N:6][C:5]=2[N:4]([CH:12]2[CH2:15][N:14]([CH3:16])[CH2:13]2)[CH:3]=1.CC1(C)C(C)(C)OB([C:25]2[CH:26]=[C:27]3[C:31](=[CH:32][CH:33]=2)[N:30]([C:34](=[O:46])[CH2:35][C:36]2[CH:41]=[CH:40][CH:39]=[C:38]([C:42]([F:45])([F:44])[F:43])[CH:37]=2)[CH2:29][CH2:28]3)O1.O1CCOCC1.C([O-])(O)=O.[Na+]. Product: [CH3:16][N:14]1[CH2:15][CH:12]([N:4]2[C:5]3[N:6]=[CH:7][N:8]=[C:9]([NH2:11])[C:10]=3[C:2]([C:25]3[CH:26]=[C:27]4[C:31](=[CH:32][CH:33]=3)[N:30]([C:34](=[O:46])[CH2:35][C:36]3[CH:41]=[CH:40][CH:39]=[C:38]([C:42]([F:45])([F:43])[F:44])[CH:37]=3)[CH2:29][CH2:28]4)=[CH:3]2)[CH2:13]1. The catalyst class is: 257. (4) The catalyst class is: 61. Product: [NH2:103][C@@H:73]([CH2:74][C:75]1[CH:76]=[C:77]([F:82])[CH:78]=[C:79]([F:81])[CH:80]=1)[C@@H:72]([C@H:9]1[CH2:5][CH2:6][CH2:17][CH2:7][N:8]1[CH:23]([C:22]1[CH:21]=[CH:20][CH:57]=[CH:56][CH:55]=1)[C:24]1[CH:25]=[CH:27][CH:32]=[CH:31][CH:30]=1)[OH:83]. Reactant: C(O[C@H:5]1[CH2:9][N:8](C(OC(C)(C)C)=O)[C@@H:7]([CH2:17]O)[CH2:6]1)C=C.F[C:20]1[CH:21]=[C:22]([CH:55]=[C:56](F)[CH:57]=1)[CH2:23][C@H:24](C(N1[C@@H](CC2C=CC=CC=2)COC1=O)=O)[C@@H:25]([CH:27]1[CH2:32][CH2:31][CH2:30]CN1C(OC(C)(C)C)=O)O.C([C@H]1COC(=O)N1[C:72](=[O:83])[CH2:73][CH2:74][C:75]1[CH:80]=[C:79]([F:81])[CH:78]=[C:77]([F:82])[CH:76]=1)C1C=CC=CC=1.B(OS(C(F)(F)F)(=O)=O)(CCCC)CCCC.C([N:103](CC)CC)C.C(O[C@H]1CN(C(OC(C)(C)C)=O)[C@@H](C(O)=O)C1)C=C. (5) Reactant: [F:1][C:2]1[CH:7]=[CH:6][C:5]([F:8])=[CH:4][C:3]=1[C:9]1[CH2:13][N:12]([C:14]([C@@H:16]([NH2:21])[C:17]([CH3:20])([CH3:19])[CH3:18])=[O:15])[C@H:11]([C:22]2[CH:27]=[CH:26][CH:25]=[CH:24][CH:23]=2)[CH:10]=1.Br[CH2:29][C:30]([O:32][CH2:33][CH3:34])=[O:31].C(N(CC)C(C)C)(C)C. Product: [C:17]([C@H:16]([NH:21][CH2:29][C:30]([O:32][CH2:33][CH3:34])=[O:31])[C:14]([N:12]1[CH2:13][C:9]([C:3]2[CH:4]=[C:5]([F:8])[CH:6]=[CH:7][C:2]=2[F:1])=[CH:10][C@H:11]1[C:22]1[CH:23]=[CH:24][CH:25]=[CH:26][CH:27]=1)=[O:15])([CH3:20])([CH3:19])[CH3:18]. The catalyst class is: 114. (6) Reactant: [F:1][C:2]1[C:7]([C:8]2[CH2:13][CH2:12][N:11]([CH3:14])[C:10](=[O:15])[CH:9]=2)=[CH:6][CH:5]=[CH:4][N:3]=1. Product: [F:1][C:2]1[C:7]([CH:8]2[CH2:13][CH2:12][N:11]([CH3:14])[C:10](=[O:15])[CH2:9]2)=[CH:6][CH:5]=[CH:4][N:3]=1. The catalyst class is: 312. (7) Reactant: [NH2:1][CH:2]([CH3:31])[CH:3]([NH:13][S:14]([C:17]1[CH:22]=[CH:21][C:20]([O:23][CH2:24][C:25]2[CH:30]=[CH:29][CH:28]=[CH:27][CH:26]=2)=[CH:19][CH:18]=1)(=[O:16])=[O:15])[C:4]12[O:11][CH2:10][C:7]([CH3:12])([CH2:8][O:9]1)[CH2:6][O:5]2.C(N(CC)CC)C.Cl[C:40]([O:42][CH2:43][C:44]1[CH:49]=[CH:48][CH:47]=[CH:46][CH:45]=1)=[O:41]. Product: [CH2:43]([O:42][C:40](=[O:41])[NH:1][CH:2]([CH3:31])[CH:3]([NH:13][S:14]([C:17]1[CH:22]=[CH:21][C:20]([O:23][CH2:24][C:25]2[CH:30]=[CH:29][CH:28]=[CH:27][CH:26]=2)=[CH:19][CH:18]=1)(=[O:16])=[O:15])[C:4]12[O:5][CH2:6][C:7]([CH3:12])([CH2:10][O:11]1)[CH2:8][O:9]2)[C:44]1[CH:49]=[CH:48][CH:47]=[CH:46][CH:45]=1. The catalyst class is: 708. (8) Reactant: C(=O)([O-])O.[Na+].I[C:7]1[C:12]([O:13][C:14]2[C:23]3[C:18](=[CH:19][C:20]([O:26][CH3:27])=[C:21]([O:24][CH3:25])[CH:22]=3)[N:17]=[CH:16][CH:15]=2)=[CH:11][CH:10]=[C:9]([CH3:28])[N:8]=1.[C:29]([C:32]1[CH:37]=[CH:36][CH:35]=[CH:34][C:33]=1B(O)O)(=[O:31])[CH3:30].[OH-].[Na+]. Product: [CH3:25][O:24][C:21]1[CH:22]=[C:23]2[C:18](=[CH:19][C:20]=1[O:26][CH3:27])[N:17]=[CH:16][CH:15]=[C:14]2[O:13][C:12]1[C:7]([C:33]2[CH:34]=[CH:35][CH:36]=[CH:37][C:32]=2[C:29](=[O:31])[CH3:30])=[N:8][C:9]([CH3:28])=[CH:10][CH:11]=1. The catalyst class is: 11.